This data is from Full USPTO retrosynthesis dataset with 1.9M reactions from patents (1976-2016). The task is: Predict the reactants needed to synthesize the given product. (1) Given the product [Cl:1][C:2]1[CH:7]=[CH:6][C:5]([S:8]([CH:11]([C:28]2[CH:33]=[C:32]([F:34])[CH:31]=[CH:30][C:29]=2[F:35])[CH:12]([CH3:27])[CH2:13][CH2:14][NH:15][S:23]([CH3:26])(=[O:25])=[O:24])(=[O:10])=[O:9])=[CH:4][CH:3]=1, predict the reactants needed to synthesize it. The reactants are: [Cl:1][C:2]1[CH:7]=[CH:6][C:5]([S:8]([CH:11]([C:28]2[CH:33]=[C:32]([F:34])[CH:31]=[CH:30][C:29]=2[F:35])[CH:12]([CH3:27])[CH2:13][CH2:14][N:15]([S:23]([CH3:26])(=[O:25])=[O:24])C(=O)OC(C)(C)C)(=[O:10])=[O:9])=[CH:4][CH:3]=1.FC(F)(F)C(O)=O.C(OCC)(=O)C.CCCCCC. (2) The reactants are: C(OC(=O)[CH:10]([C:30]1[CH:35]=[CH:34][N:33]=[CH:32][CH:31]=1)[C:11]([C:13]1[CH:14]=[N:15][CH:16]=[CH:17][C:18]=1[CH2:19][CH2:20][CH2:21][O:22][Si:23]([C:26]([CH3:29])([CH3:28])[CH3:27])([CH3:25])[CH3:24])=[O:12])C1C=CC=CC=1.C([O-])=O.[NH4+]. Given the product [Si:23]([O:22][CH2:21][CH2:20][CH2:19][C:18]1[CH:17]=[CH:16][N:15]=[CH:14][C:13]=1[C:11](=[O:12])[CH2:10][C:30]1[CH:35]=[CH:34][N:33]=[CH:32][CH:31]=1)([C:26]([CH3:29])([CH3:27])[CH3:28])([CH3:24])[CH3:25], predict the reactants needed to synthesize it. (3) Given the product [NH2:17][C:14]1[N:13]=[CH:12][C:11]2[N:10]=[C:9]([C:21]3[CH:26]=[C:25]([CH3:27])[C:24](=[O:28])[N:23]([CH3:29])[CH:22]=3)[N:8]([CH2:1][C:2]3[CH:7]=[CH:6][CH:5]=[CH:4][CH:3]=3)[C:16]=2[CH:15]=1, predict the reactants needed to synthesize it. The reactants are: [CH2:1]([N:8]1[C:16]2[CH:15]=[C:14]([NH:17]C(=O)C)[N:13]=[CH:12][C:11]=2[N:10]=[C:9]1[C:21]1[CH:26]=[C:25]([CH3:27])[C:24](=[O:28])[N:23]([CH3:29])[CH:22]=1)[C:2]1[CH:7]=[CH:6][CH:5]=[CH:4][CH:3]=1. (4) Given the product [NH3:8].[CH2:1]([N:8]1[CH2:13][CH2:12][CH:11]([O:14][C:16]2[C:17]([CH3:22])=[N:18][CH:19]=[CH:20][CH:21]=2)[CH2:10][CH2:9]1)[C:2]1[CH:3]=[CH:4][CH:5]=[CH:6][CH:7]=1, predict the reactants needed to synthesize it. The reactants are: [CH2:1]([N:8]1[CH2:13][CH2:12][CH:11]([OH:14])[CH2:10][CH2:9]1)[C:2]1[CH:7]=[CH:6][CH:5]=[CH:4][CH:3]=1.O[C:16]1[C:17]([CH3:22])=[N:18][CH:19]=[CH:20][CH:21]=1.C1(P(C2C=CC=CC=2)C2C=CC=CC=2)C=CC=CC=1.N(C(OC(C)(C)C)=O)=NC(OC(C)(C)C)=O.FC(F)(F)C(O)=O. (5) The reactants are: Br[C:2]1[C:3]([CH3:11])=[C:4]([C:7]([F:10])=[CH:8][CH:9]=1)[C:5]#[N:6].[CH2:12]([Sn](CCCC)(CCCC)C=C)[CH2:13]CC.[Li+].[Cl-]. Given the product [CH:12]([C:2]1[C:3]([CH3:11])=[C:4]([C:7]([F:10])=[CH:8][CH:9]=1)[C:5]#[N:6])=[CH2:13], predict the reactants needed to synthesize it. (6) Given the product [NH2:34][CH2:33][CH2:32][NH:35][C:16]1[N:17]=[C:18]([C:19]2[CH:24]=[CH:23][C:22]([F:25])=[CH:21][C:20]=2[CH3:26])[C:13]2[CH:12]=[CH:11][C:10](=[O:31])[N:9]([C:3]3[C:2]([F:1])=[CH:7][CH:6]=[CH:5][C:4]=3[F:8])[C:14]=2[N:15]=1, predict the reactants needed to synthesize it. The reactants are: [F:1][C:2]1[CH:7]=[CH:6][CH:5]=[C:4]([F:8])[C:3]=1[N:9]1[C:14]2[N:15]=[C:16](S(C)(=O)=O)[N:17]=[C:18]([C:19]3[CH:24]=[CH:23][C:22]([F:25])=[CH:21][C:20]=3[CH3:26])[C:13]=2[CH:12]=[CH:11][C:10]1=[O:31].[CH2:32]([NH2:35])[CH2:33][NH2:34]. (7) Given the product [Cl:27][C:24]1[CH:25]=[CH:26][C:11]([NH:10][C:34]([C:30]2[N:29]=[N:28][CH:33]=[CH:32][CH:31]=2)=[O:35])=[C:12]([C:13]([NH:15][CH2:16][CH:17]2[CH2:22][CH2:21][CH2:20][CH2:19][CH2:18]2)=[O:14])[CH:23]=1, predict the reactants needed to synthesize it. The reactants are: C(N(C(C)C)CC)(C)C.[NH2:10][C:11]1[CH:26]=[CH:25][C:24]([Cl:27])=[CH:23][C:12]=1[C:13]([NH:15][CH2:16][CH:17]1[CH2:22][CH2:21][CH2:20][CH2:19][CH2:18]1)=[O:14].[N:28]1[CH:33]=[CH:32][CH:31]=[C:30]([C:34](O)=[O:35])[N:29]=1.CN(C(ON1N=NC2C=CC=NC1=2)=[N+](C)C)C.F[P-](F)(F)(F)(F)F.